Dataset: NCI-60 drug combinations with 297,098 pairs across 59 cell lines. Task: Regression. Given two drug SMILES strings and cell line genomic features, predict the synergy score measuring deviation from expected non-interaction effect. (1) Drug 1: CCC1(CC2CC(C3=C(CCN(C2)C1)C4=CC=CC=C4N3)(C5=C(C=C6C(=C5)C78CCN9C7C(C=CC9)(C(C(C8N6C=O)(C(=O)OC)O)OC(=O)C)CC)OC)C(=O)OC)O.OS(=O)(=O)O. Drug 2: CC12CCC3C(C1CCC2OP(=O)(O)O)CCC4=C3C=CC(=C4)OC(=O)N(CCCl)CCCl.[Na+]. Cell line: UACC62. Synergy scores: CSS=42.6, Synergy_ZIP=6.31, Synergy_Bliss=7.69, Synergy_Loewe=4.36, Synergy_HSA=4.09. (2) Drug 1: CC1C(C(CC(O1)OC2CC(OC(C2O)C)OC3=CC4=CC5=C(C(=O)C(C(C5)C(C(=O)C(C(C)O)O)OC)OC6CC(C(C(O6)C)O)OC7CC(C(C(O7)C)O)OC8CC(C(C(O8)C)O)(C)O)C(=C4C(=C3C)O)O)O)O. Drug 2: B(C(CC(C)C)NC(=O)C(CC1=CC=CC=C1)NC(=O)C2=NC=CN=C2)(O)O. Cell line: 786-0. Synergy scores: CSS=62.9, Synergy_ZIP=-1.91, Synergy_Bliss=-3.37, Synergy_Loewe=-5.60, Synergy_HSA=-3.00. (3) Drug 1: CS(=O)(=O)CCNCC1=CC=C(O1)C2=CC3=C(C=C2)N=CN=C3NC4=CC(=C(C=C4)OCC5=CC(=CC=C5)F)Cl. Drug 2: C(=O)(N)NO. Cell line: NCI/ADR-RES. Synergy scores: CSS=2.26, Synergy_ZIP=1.07, Synergy_Bliss=1.19, Synergy_Loewe=-1.97, Synergy_HSA=-1.88. (4) Drug 2: C1CC(=O)NC(=O)C1N2CC3=C(C2=O)C=CC=C3N. Synergy scores: CSS=53.3, Synergy_ZIP=2.41, Synergy_Bliss=3.65, Synergy_Loewe=-0.799, Synergy_HSA=4.77. Drug 1: C1CN1C2=NC(=NC(=N2)N3CC3)N4CC4. Cell line: NCIH23. (5) Drug 1: CC1=C(C=C(C=C1)C(=O)NC2=CC(=CC(=C2)C(F)(F)F)N3C=C(N=C3)C)NC4=NC=CC(=N4)C5=CN=CC=C5. Drug 2: CC1=C(C(=CC=C1)Cl)NC(=O)C2=CN=C(S2)NC3=CC(=NC(=N3)C)N4CCN(CC4)CCO. Cell line: HS 578T. Synergy scores: CSS=6.95, Synergy_ZIP=2.61, Synergy_Bliss=9.26, Synergy_Loewe=-6.82, Synergy_HSA=-0.0789. (6) Drug 1: CC1C(C(CC(O1)OC2CC(CC3=C2C(=C4C(=C3O)C(=O)C5=C(C4=O)C(=CC=C5)OC)O)(C(=O)C)O)N)O.Cl. Drug 2: C1=CC=C(C(=C1)C(C2=CC=C(C=C2)Cl)C(Cl)Cl)Cl. Cell line: UACC62. Synergy scores: CSS=17.6, Synergy_ZIP=-5.13, Synergy_Bliss=2.25, Synergy_Loewe=-15.9, Synergy_HSA=2.21. (7) Drug 1: CNC(=O)C1=CC=CC=C1SC2=CC3=C(C=C2)C(=NN3)C=CC4=CC=CC=N4. Drug 2: CN(CC1=CN=C2C(=N1)C(=NC(=N2)N)N)C3=CC=C(C=C3)C(=O)NC(CCC(=O)O)C(=O)O. Cell line: NCI-H460. Synergy scores: CSS=28.4, Synergy_ZIP=-0.973, Synergy_Bliss=-4.03, Synergy_Loewe=-15.1, Synergy_HSA=-6.05.